Predict the product of the given reaction. From a dataset of Forward reaction prediction with 1.9M reactions from USPTO patents (1976-2016). (1) Given the reactants C(N(CC)CC)C.[C:8]([N:15]1[CH2:20][CH2:19][NH:18][CH2:17][CH2:16]1)([O:10][C:11]([CH3:14])([CH3:13])[CH3:12])=[O:9].Cl[C:22]([C:28]1[CH:33]=[CH:32][CH:31]=[CH:30][CH:29]=1)=[C:23]([C:26]#[N:27])[C:24]#[N:25], predict the reaction product. The product is: [C:26]([C:23]([C:24]#[N:25])=[C:22]([N:18]1[CH2:17][CH2:16][N:15]([C:8]([O:10][C:11]([CH3:14])([CH3:13])[CH3:12])=[O:9])[CH2:20][CH2:19]1)[C:28]1[CH:33]=[CH:32][CH:31]=[CH:30][CH:29]=1)#[N:27]. (2) Given the reactants [NH2:1][CH:2]([CH2:5][OH:6])[CH2:3][OH:4].[OH-].[K+].[C:9](#[N:12])[CH:10]=[CH2:11], predict the reaction product. The product is: [NH2:1][CH:2]([CH2:5][O:6][CH2:11][CH2:10][C:9]#[N:12])[CH2:3][O:4][CH2:11][CH2:10][C:9]#[N:12]. (3) Given the reactants [Br:1][C:2]1[CH:11]=[CH:10][C:5]([C:6]([O:8]C)=[O:7])=[C:4]([N:12]2[CH2:16][CH2:15][CH2:14][S:13]2(=[O:18])=[O:17])[CH:3]=1.[OH-].[Na+], predict the reaction product. The product is: [Br:1][C:2]1[CH:11]=[CH:10][C:5]([C:6]([OH:8])=[O:7])=[C:4]([N:12]2[CH2:16][CH2:15][CH2:14][S:13]2(=[O:17])=[O:18])[CH:3]=1.